Predict the product of the given reaction. From a dataset of Forward reaction prediction with 1.9M reactions from USPTO patents (1976-2016). (1) Given the reactants C1(C(=[N:14][C:15]2[CH:16]=[C:17]([CH:23]=[C:24]([O:26][CH2:27][CH3:28])[N:25]=2)[C:18]([O:20]CC)=O)C2C=CC=CC=2)C=CC=CC=1.O.[OH-].[Li+].[C:32]1([C:38]2[CH:42]=[C:41]([CH2:43][N:44]3[CH2:49][CH2:48][CH:47]([CH2:50][NH2:51])[CH2:46][CH2:45]3)[O:40][N:39]=2)[CH:37]=[CH:36][CH:35]=[CH:34][CH:33]=1.C(N=C=NCCCN(C)C)C.C(N(C(C)C)CC)(C)C.O.ON1C2C=CC=CC=2N=N1, predict the reaction product. The product is: [NH2:14][C:15]1[CH:16]=[C:17]([CH:23]=[C:24]([O:26][CH2:27][CH3:28])[N:25]=1)[C:18]([NH:51][CH2:50][CH:47]1[CH2:46][CH2:45][N:44]([CH2:43][C:41]2[O:40][N:39]=[C:38]([C:32]3[CH:37]=[CH:36][CH:35]=[CH:34][CH:33]=3)[CH:42]=2)[CH2:49][CH2:48]1)=[O:20]. (2) Given the reactants F[C:2]1[CH:3]=[C:4]([CH:7]=[CH:8][C:9]=1[CH:10]=[O:11])[C:5]#[N:6].[CH3:12][S-:13].[Na+], predict the reaction product. The product is: [CH:10]([C:9]1[CH:8]=[CH:7][C:4]([C:5]#[N:6])=[CH:3][C:2]=1[S:13][CH3:12])=[O:11]. (3) Given the reactants [F:1][C:2]([F:7])(F)[C:3](O)=O.[C:8]([C:10](=[CH:39][CH:40]([CH3:42])[CH3:41])[C:11]([N:13]1[CH2:17][CH2:16]C[C@@H:14]1[CH2:18][N:19]1[C:23]2[CH:24]=[CH:25][CH:26]=[CH:27][C:22]=2[N:21]=[C:20]1[NH:28][C:29]([C:31]1[S:32]C(C(F)F)=[CH:34][CH:35]=1)=[O:30])=[O:12])#[N:9].C(C(=CC(C)C)C(O)=O)#N.CN(C(ON1N=NC2C=CC=NC1=2)=[N+](C)C)C.F[P-](F)(F)(F)(F)F, predict the reaction product. The product is: [C:8]([C:10](=[CH:39][CH:40]([CH3:41])[CH3:42])[C:11]([N:13]1[CH2:17][CH2:16][C@@H:18]([N:19]2[C:23]3[CH:24]=[CH:25][CH:26]=[CH:27][C:22]=3[N:21]=[C:20]2[NH:28][C:29]([C:31]2[S:32][C:3]([CH:2]([F:7])[F:1])=[CH:34][CH:35]=2)=[O:30])[CH2:14]1)=[O:12])#[N:9]. (4) Given the reactants [CH3:1][S:2](Cl)(=[O:4])=[O:3].[C:6]([C:9]1[CH:14]=[CH:13][C:12]([NH:15][C:16](=[O:27])[C:17]#[C:18][C:19]2[CH:24]=[CH:23][C:22]([CH2:25][OH:26])=[CH:21][CH:20]=2)=[CH:11][CH:10]=1)#[C:7][CH3:8].C(N(CC)CC)C, predict the reaction product. The product is: [CH3:1][S:2]([O:26][CH2:25][C:22]1[CH:21]=[CH:20][C:19]([C:18]#[C:17][C:16](=[O:27])[NH:15][C:12]2[CH:11]=[CH:10][C:9]([C:6]#[C:7][CH3:8])=[CH:14][CH:13]=2)=[CH:24][CH:23]=1)(=[O:4])=[O:3]. (5) Given the reactants [CH2:1]([OH:4])[CH:2]=[CH2:3].[F:5][C:6]([F:13])([F:12])[C:7](=[CH2:11])[C:8]([Cl:10])=O.[CH2:14]([O:16][SiH:17]([O:21][CH2:22][CH3:23])[O:18][CH2:19][CH3:20])[CH3:15].C([OH:27])(C)C, predict the reaction product. The product is: [F:5][C:6]([F:13])([F:12])[CH:7]([CH2:8][Cl:10])[C:11]([O:4][CH2:1][CH2:2][CH2:3][Si:17]([O:21][CH2:22][CH3:23])([O:18][CH2:19][CH3:20])[O:16][CH2:14][CH3:15])=[O:27]. (6) Given the reactants [Si:1]([O:8][CH2:9][C@@H:10]([N:13]([CH2:21][C:22](N(OC)C)=[O:23])[C:14](=[O:20])[O:15][C:16]([CH3:19])([CH3:18])[CH3:17])[CH:11]=[CH2:12])([C:4]([CH3:7])([CH3:6])[CH3:5])([CH3:3])[CH3:2].[CH:28]([Mg]Br)=[CH:29][CH3:30], predict the reaction product. The product is: [Si:1]([O:8][CH2:9][C@@H:10]([N:13]([CH2:21][C:22](=[O:23])[CH:28]=[CH:29][CH3:30])[C:14](=[O:20])[O:15][C:16]([CH3:19])([CH3:17])[CH3:18])[CH:11]=[CH2:12])([C:4]([CH3:6])([CH3:5])[CH3:7])([CH3:3])[CH3:2].